From a dataset of Full USPTO retrosynthesis dataset with 1.9M reactions from patents (1976-2016). Predict the reactants needed to synthesize the given product. (1) Given the product [Cl:15][C:10]1[C:3]([O:2][CH3:1])=[C:4]([C:7]([O:11][CH3:12])=[CH:8][CH:9]=1)[CH:5]=[O:6], predict the reactants needed to synthesize it. The reactants are: [CH3:1][O:2][C:3]1[CH:10]=[CH:9][CH:8]=[C:7]([O:11][CH3:12])[C:4]=1[CH:5]=[O:6].O.C(Cl)[Cl:15]. (2) Given the product [N:11]1[CH:10]=[CH:9][C:8]([C:6]2[S:5][C:4]([C:14]([O:16][CH2:17][CH3:18])=[O:15])=[CH:3][CH:7]=2)=[CH:13][CH:12]=1, predict the reactants needed to synthesize it. The reactants are: OC(C1C=CC2C(=CC=CC=2)C=1)[C:3]1[CH:7]=[C:6]([C:8]2[CH:13]=[CH:12][N:11]=[CH:10][CH:9]=2)[S:5][C:4]=1[C:14]([O:16][CH2:17][CH3:18])=[O:15].FC(F)(F)C(O)=O.C([SiH](CC)CC)C. (3) Given the product [CH3:12][C:8]1[C:6]2[N:7]=[C:3]([N:1]3[C:24]([OH:25])=[C:15]4[C:14]([CH2:23][CH2:22][C:21]5[CH:20]=[CH:19][CH:18]=[CH:17][C:16]=54)=[N:2]3)[S:4][C:5]=2[CH:11]=[CH:10][CH:9]=1, predict the reactants needed to synthesize it. The reactants are: [NH:1]([C:3]1[S:4][C:5]2[CH:11]=[CH:10][CH:9]=[C:8]([CH3:12])[C:6]=2[N:7]=1)[NH2:2].O=[C:14]1[CH2:23][CH2:22][C:21]2[C:16](=[CH:17][CH:18]=[CH:19][CH:20]=2)[CH:15]1[C:24](OCC)=[O:25]. (4) Given the product [ClH:20].[OH:1][CH:2]([C:5]1[CH:10]=[CH:9][CH:8]=[C:7]([O:11][C:12]([F:16])([F:17])[CH:13]([F:14])[F:15])[CH:6]=1)[C:3](=[NH:4])[O:21][CH3:22], predict the reactants needed to synthesize it. The reactants are: [OH:1][CH:2]([C:5]1[CH:10]=[CH:9][CH:8]=[C:7]([O:11][C:12]([F:17])([F:16])[CH:13]([F:15])[F:14])[CH:6]=1)[C:3]#[N:4].CO.[ClH:20].[O:21]1CCOC[CH2:22]1. (5) Given the product [F:59][C:60]1[CH:68]=[CH:67][C:63]([C:64]([NH:34][C:35]2[CH:36]=[CH:37][C:38]([C:41]3[CH:49]=[C:48]4[C:44]([CH2:45][N:46]([C@@H:51]([CH:56]([CH3:58])[CH3:57])[C:52]([O:54][CH3:55])=[O:53])[C:47]4=[O:50])=[CH:43][CH:42]=3)=[CH:39][CH:40]=2)=[O:65])=[C:62]([C:69]([F:70])([F:71])[F:72])[CH:61]=1, predict the reactants needed to synthesize it. The reactants are: C(NC1C=CC(C2C=C3C(CN([C@@H](C(C)C)C(OC)=O)C3=O)=CC=2)=CC=1)(=O)C1C=CC=CC=1.[NH2:34][C:35]1[CH:40]=[CH:39][C:38]([C:41]2[CH:49]=[C:48]3[C:44]([CH2:45][N:46]([C@@H:51]([CH:56]([CH3:58])[CH3:57])[C:52]([O:54][CH3:55])=[O:53])[C:47]3=[O:50])=[CH:43][CH:42]=2)=[CH:37][CH:36]=1.[F:59][C:60]1[CH:68]=[CH:67][C:63]([C:64](Cl)=[O:65])=[C:62]([C:69]([F:72])([F:71])[F:70])[CH:61]=1.